This data is from Catalyst prediction with 721,799 reactions and 888 catalyst types from USPTO. The task is: Predict which catalyst facilitates the given reaction. (1) Reactant: [NH:1]1[CH2:5][CH2:4][CH2:3][CH:2]1[C:6]([O:8][CH3:9])=[O:7].C=O.[C:12]([BH3-])#N.[Na+]. Product: [CH3:12][N:1]1[CH2:5][CH2:4][CH2:3][CH:2]1[C:6]([O:8][CH3:9])=[O:7]. The catalyst class is: 5. (2) Reactant: Br[C:2]1[CH:7]=[CH:6][CH:5]=[CH:4][N:3]=1.Br[Zn][C:10]1[O:11][C:12]([C:15]([O:17][CH2:18][CH3:19])=[O:16])=[CH:13][CH:14]=1. Product: [N:3]1[CH:4]=[CH:5][CH:6]=[CH:7][C:2]=1[C:10]1[O:11][C:12]([C:15]([O:17][CH2:18][CH3:19])=[O:16])=[CH:13][CH:14]=1. The catalyst class is: 518.